Dataset: Catalyst prediction with 721,799 reactions and 888 catalyst types from USPTO. Task: Predict which catalyst facilitates the given reaction. (1) Reactant: [Cl:1][C:2]1[N:7]=[C:6]([N:8](C(OC(C)(C)C)=O)[N:9](C(OC(C)(C)C)=O)C(OC(C)(C)C)=O)[C:5]([F:31])=[C:4]([NH:32][CH2:33][CH2:34][C:35]2[CH:39]=[CH:38][S:37][CH:36]=2)[N:3]=1.Cl. Product: [Cl:1][C:2]1[NH:3][C:4]([NH:32][CH2:33][CH2:34][C:35]2[CH:39]=[CH:38][S:37][CH:36]=2)=[C:5]([F:31])[C:6](=[N:8][NH2:9])[N:7]=1. The catalyst class is: 5. (2) Reactant: [Cl:1][C:2]1[N:7]=[C:6]([O:8][CH3:9])[C:5]([CH:10]([CH3:16])[C:11]([O:13][CH2:14][CH3:15])=[O:12])=[CH:4][CH:3]=1.C[Si]([N-][Si](C)(C)C)(C)C.[Li+].[CH2:27]1COCC1.BrC[C:34]#[N:35]. Product: [Cl:1][C:2]1[N:7]=[C:6]([O:8][CH3:9])[C:5]([C:10]([CH3:27])([CH2:16][C:34]#[N:35])[C:11]([O:13][CH2:14][CH3:15])=[O:12])=[CH:4][CH:3]=1. The catalyst class is: 1. (3) Reactant: FC(F)(F)C(O)=O.[CH3:8][CH:9]([CH2:17][CH2:18][CH:19]([OH:31])[C@H:20]1[CH2:25][CH2:24][C@H:23]([CH2:26][CH2:27][CH2:28][CH2:29][CH3:30])[CH2:22][CH2:21]1)[C:10]([O:12]C(C)(C)C)=O. Product: [CH3:8][CH:9]1[CH2:17][CH2:18][CH:19]([C@H:20]2[CH2:21][CH2:22][C@H:23]([CH2:26][CH2:27][CH2:28][CH2:29][CH3:30])[CH2:24][CH2:25]2)[O:31][C:10]1=[O:12]. The catalyst class is: 46. (4) Reactant: [CH3:1][C:2]([CH3:12])([CH3:11])[C:3]#[C:4][C:5]1[CH:10]=[CH:9][CH:8]=[CH:7][CH:6]=1.[N+:13]([CH:16](C(OC)=O)[C:17]([O:19][CH3:20])=[O:18])([O-])=[O:14]. Product: [C:2]([C:3]1[C:16]([C:17]([O:19][CH3:20])=[O:18])=[N:13][O:14][C:4]=1[C:5]1[CH:10]=[CH:9][CH:8]=[CH:7][CH:6]=1)([CH3:12])([CH3:11])[CH3:1]. The catalyst class is: 728. (5) Reactant: [NH2:1][C:2]1[CH:3]=[CH:4][CH:5]=[C:6]2[C:11]=1[CH:10]=[C:9](O)[CH:8]=[CH:7]2.[CH3:13][NH2:14]. Product: [NH2:1][C:2]1[CH:3]=[CH:4][CH:5]=[C:6]2[C:11]=1[CH:10]=[C:9]([NH:14][CH3:13])[CH:8]=[CH:7]2. The catalyst class is: 6.